Task: Predict which catalyst facilitates the given reaction.. Dataset: Catalyst prediction with 721,799 reactions and 888 catalyst types from USPTO (1) Reactant: C1(P(C2CCCCC2)C2C=CC=CC=2C2C=CC=CC=2)CCCCC1.[CH3:26][O:27][C:28]1[CH:29]=[C:30]([NH2:40])[CH:31]=[CH:32][C:33]=1[C:34]1[O:38][C:37]([CH3:39])=[N:36][CH:35]=1.[CH2:41]([C:48]1[CH:53]=[C:52]([CH3:54])[N:51]=[C:50](Cl)[N:49]=1)[C:42]1[CH:47]=[CH:46][CH:45]=[CH:44][CH:43]=1.O. Product: [CH2:41]([C:48]1[CH:53]=[C:52]([CH3:54])[N:51]=[C:50]([NH:40][C:30]2[CH:31]=[CH:32][C:33]([C:34]3[O:38][C:37]([CH3:39])=[N:36][CH:35]=3)=[C:28]([O:27][CH3:26])[CH:29]=2)[N:49]=1)[C:42]1[CH:43]=[CH:44][CH:45]=[CH:46][CH:47]=1. The catalyst class is: 160. (2) Reactant: [F:1][C:2]1[CH:39]=[CH:38][C:5]([CH2:6][C:7]2[N:11]=[C:10]([CH2:12][N:13]([CH2:20][C:21]3[CH:26]=[CH:25][C:24]([S:27][C:28]([CH3:37])([CH3:36])[C:29]([O:31]C(C)(C)C)=[O:30])=[CH:23][CH:22]=3)[CH2:14][C:15]3[O:16][CH:17]=[CH:18][CH:19]=3)[O:9][N:8]=2)=[CH:4][CH:3]=1. Product: [F:1][C:2]1[CH:3]=[CH:4][C:5]([CH2:6][C:7]2[N:11]=[C:10]([CH2:12][N:13]([CH2:20][C:21]3[CH:26]=[CH:25][C:24]([S:27][C:28]([CH3:37])([CH3:36])[C:29]([OH:31])=[O:30])=[CH:23][CH:22]=3)[CH2:14][C:15]3[O:16][CH:17]=[CH:18][CH:19]=3)[O:9][N:8]=2)=[CH:38][CH:39]=1. The catalyst class is: 89. (3) Reactant: [F:1][C:2]1[C:7]([C:8]([F:11])([F:10])[F:9])=[CH:6][CH:5]=[CH:4][C:3]=1[C:12]1([OH:18])[CH2:17][CH2:16][NH:15][CH2:14][CH2:13]1.C(=O)([O-])[O-].[K+].[K+].Br[CH2:26][CH2:27][CH2:28][CH3:29].Cl. Product: [F:1][C:2]1[C:7]([C:8]([F:10])([F:11])[F:9])=[CH:6][CH:5]=[CH:4][C:3]=1[C:12]1([OH:18])[CH2:17][CH2:16][N:15]([CH2:26][CH2:27][CH2:28][CH3:29])[CH2:14][CH2:13]1. The catalyst class is: 10. (4) Reactant: [H-].[Al+3].[Li+].[H-].[H-].[H-].C[O:8][C:9](=O)[C@H:10]([CH:31]([CH3:33])[CH3:32])[NH:11][CH:12]([C:16]1[CH:21]=[CH:20][CH:19]=[CH:18][C:17]=1[C:22]1[C:26]2[CH:27]=[CH:28][CH:29]=[CH:30][C:25]=2[O:24][N:23]=1)[CH2:13][CH:14]=[CH2:15].O.S([O-])([O-])(=O)=O.[Mg+2]. Product: [O:24]1[C:25]2[CH:30]=[CH:29][CH:28]=[CH:27][C:26]=2[C:22]([C:17]2[CH:18]=[CH:19][CH:20]=[CH:21][C:16]=2[CH:12]([NH:11][CH:10]([CH:31]([CH3:33])[CH3:32])[CH2:9][OH:8])[CH2:13][CH:14]=[CH2:15])=[N:23]1. The catalyst class is: 7.